From a dataset of Reaction yield outcomes from USPTO patents with 853,638 reactions. Predict the reaction yield, written as a fraction of the theoretical maximum amount of product (1.0 means a 100% yield; for example, 0.34 means a 34% yield). The reactants are [C:1]([C:3]1[C:11]2[C:6](=[CH:7][CH:8]=[C:9]([C:12]([O:14]CC)=[O:13])[CH:10]=2)[NH:5][CH:4]=1)#[N:2].OO.NC(N)=[O:21].[OH-].[Na+]. The catalyst is CO.O. The product is [C:1]([C:3]1[C:11]2[C:6](=[CH:7][CH:8]=[C:9]([C:12]([OH:14])=[O:13])[CH:10]=2)[NH:5][CH:4]=1)(=[O:21])[NH2:2]. The yield is 0.920.